From a dataset of Full USPTO retrosynthesis dataset with 1.9M reactions from patents (1976-2016). Predict the reactants needed to synthesize the given product. Given the product [Cl:1][C:2]1[CH:3]=[C:4]([C:12]2[N:17]=[C:16]([NH2:18])[N:15]=[C:14]([NH:19][CH:20]3[CH2:25][CH2:24][O:23][CH2:22][CH2:21]3)[CH:13]=2)[CH:5]=[CH:6][CH:7]=1, predict the reactants needed to synthesize it. The reactants are: [Cl:1][C:2]1[CH:3]=[C:4](B(O)O)[CH:5]=[CH:6][CH:7]=1.Cl[C:12]1[N:17]=[C:16]([NH2:18])[N:15]=[C:14]([NH:19][CH:20]2[CH2:25][CH2:24][O:23][CH2:22][CH2:21]2)[CH:13]=1.